Dataset: Full USPTO retrosynthesis dataset with 1.9M reactions from patents (1976-2016). Task: Predict the reactants needed to synthesize the given product. Given the product [CH3:3][O:4][C:5]1[C:13]2[O:12][C:11]([CH2:14][O:15][CH3:17])=[CH:10][C:9]=2[CH:8]=[CH:7][CH:6]=1, predict the reactants needed to synthesize it. The reactants are: [H-].[Na+].[CH3:3][O:4][C:5]1[C:13]2[O:12][C:11]([CH2:14][OH:15])=[CH:10][C:9]=2[CH:8]=[CH:7][CH:6]=1.I[CH3:17].